From a dataset of Full USPTO retrosynthesis dataset with 1.9M reactions from patents (1976-2016). Predict the reactants needed to synthesize the given product. (1) Given the product [CH2:31]([C@H:38]1[N:43]([C:28]([C:20]2[N:19]=[CH:18][N:17]([CH:13]3[CH2:14][CH2:15][CH2:16][N:11]([C:9]([O:8][CH2:1][C:2]4[CH:3]=[CH:4][CH:5]=[CH:6][CH:7]=4)=[O:10])[CH2:12]3)[C:21]=2[C:22]2[CH:27]=[CH:26][CH:25]=[CH:24][CH:23]=2)=[O:29])[CH2:42][CH2:41][N:40]([C:44]([O:46][C:47]([CH3:50])([CH3:49])[CH3:48])=[O:45])[CH2:39]1)[C:32]1[CH:33]=[CH:34][CH:35]=[CH:36][CH:37]=1, predict the reactants needed to synthesize it. The reactants are: [CH2:1]([O:8][C:9]([N:11]1[CH2:16][CH2:15][CH2:14][CH:13]([N:17]2[C:21]([C:22]3[CH:27]=[CH:26][CH:25]=[CH:24][CH:23]=3)=[C:20]([C:28](O)=[O:29])[N:19]=[CH:18]2)[CH2:12]1)=[O:10])[C:2]1[CH:7]=[CH:6][CH:5]=[CH:4][CH:3]=1.[CH2:31]([C@H:38]1[NH:43][CH2:42][CH2:41][N:40]([C:44]([O:46][C:47]([CH3:50])([CH3:49])[CH3:48])=[O:45])[CH2:39]1)[C:32]1[CH:37]=[CH:36][CH:35]=[CH:34][CH:33]=1.CCN=C=NCCCN(C)C.Cl.C1C=CC2N(O)N=NC=2C=1.C(=O)(O)[O-].[Na+]. (2) The reactants are: [NH:1]1[C:9]2[C:4](=[CH:5][CH:6]=[CH:7][CH:8]=2)[CH:3]=[CH:2]1.[H-].[Na+].[N:12]1([CH:17]2[CH2:21][CH2:20][N:19]([C:22]([C:24]3[CH:29]=[CH:28][C:27]([CH2:30]Cl)=[CH:26][CH:25]=3)=[O:23])[CH2:18]2)[CH2:16][CH2:15][CH2:14][CH2:13]1. Given the product [N:1]1([CH2:30][C:27]2[CH:26]=[CH:25][C:24]([C:22]([N:19]3[CH2:20][CH2:21][C@H:17]([N:12]4[CH2:13][CH2:14][CH2:15][CH2:16]4)[CH2:18]3)=[O:23])=[CH:29][CH:28]=2)[C:9]2[C:4](=[CH:5][CH:6]=[CH:7][CH:8]=2)[CH:3]=[CH:2]1, predict the reactants needed to synthesize it. (3) Given the product [F:21][C:22]1[CH:27]=[CH:26][CH:25]=[C:24]([F:28])[C:23]=1[N:29]1[C:5]([C:7]2[CH:17]=[CH:16][C:10]3[O:11][CH2:12][C:13](=[O:15])[NH:14][C:9]=3[CH:8]=2)=[CH:4][C:3]([C:2]([F:20])([F:19])[F:1])=[N:30]1, predict the reactants needed to synthesize it. The reactants are: [F:1][C:2]([F:20])([F:19])[C:3](=O)[CH2:4][C:5]([C:7]1[CH:17]=[CH:16][C:10]2[O:11][CH2:12][C:13](=[O:15])[NH:14][C:9]=2[CH:8]=1)=O.[F:21][C:22]1[CH:27]=[CH:26][CH:25]=[C:24]([F:28])[C:23]=1[NH:29][NH2:30]. (4) Given the product [C:24]([C@@H:10]1[C:9](=[O:21])[C:8]2[CH:7]=[CH:6][N:5]3[C:22]([CH3:23])=[C:2]([CH3:1])[N:3]=[C:4]3[C:13]=2[N:12]([C:33](=[O:36])[CH3:34])[C@H:11]1[C:14]1[CH:15]=[CH:16][CH:17]=[CH:18][CH:19]=1)(=[O:26])[CH3:25], predict the reactants needed to synthesize it. The reactants are: [CH3:1][C:2]1[N:3]=[C:4]2[C:13]3[NH:12][C@H:11]([C:14]4[CH:19]=[CH:18][CH:17]=[CH:16][CH:15]=4)[C@@H:10](O)[C:9](=[O:21])[C:8]=3[CH:7]=[CH:6][N:5]2[C:22]=1[CH3:23].[C:24](Cl)(=[O:26])[CH3:25].C(N([CH2:33][CH3:34])CC)C.C(=O)([O-])[OH:36].[Na+].